From a dataset of NCI-60 drug combinations with 297,098 pairs across 59 cell lines. Regression. Given two drug SMILES strings and cell line genomic features, predict the synergy score measuring deviation from expected non-interaction effect. (1) Drug 1: CC1C(C(CC(O1)OC2CC(CC3=C2C(=C4C(=C3O)C(=O)C5=C(C4=O)C(=CC=C5)OC)O)(C(=O)C)O)N)O.Cl. Drug 2: C1=CC=C(C(=C1)C(C2=CC=C(C=C2)Cl)C(Cl)Cl)Cl. Cell line: RPMI-8226. Synergy scores: CSS=25.7, Synergy_ZIP=2.91, Synergy_Bliss=6.58, Synergy_Loewe=-36.2, Synergy_HSA=5.26. (2) Drug 1: C1C(C(OC1N2C=C(C(=O)NC2=O)F)CO)O. Drug 2: C(CCl)NC(=O)N(CCCl)N=O. Cell line: NCIH23. Synergy scores: CSS=4.63, Synergy_ZIP=-0.594, Synergy_Bliss=4.69, Synergy_Loewe=1.75, Synergy_HSA=3.77. (3) Drug 1: CN(C)N=NC1=C(NC=N1)C(=O)N. Drug 2: N.N.Cl[Pt+2]Cl. Cell line: NCI-H522. Synergy scores: CSS=1.55, Synergy_ZIP=-2.16, Synergy_Bliss=-3.00, Synergy_Loewe=-3.39, Synergy_HSA=-2.84.